This data is from Full USPTO retrosynthesis dataset with 1.9M reactions from patents (1976-2016). The task is: Predict the reactants needed to synthesize the given product. (1) The reactants are: [CH3:1][C:2]1([CH3:32])[CH2:11][CH:10]=[C:9]([C:12]2[CH:13]=[CH:14][C:15]([CH3:18])=[N:16][CH:17]=2)[C:8]2[CH:7]=[C:6]([C:19]#[C:20][C:21]3[CH:31]=[CH:30][C:24]([C:25]([O:27]CC)=[O:26])=[CH:23][CH:22]=3)[CH:5]=[CH:4][C:3]1=2.O[Li].O. Given the product [CH3:1][C:2]1([CH3:32])[CH2:11][CH:10]=[C:9]([C:12]2[CH:13]=[CH:14][C:15]([CH3:18])=[N:16][CH:17]=2)[C:8]2[CH:7]=[C:6]([C:19]#[C:20][C:21]3[CH:22]=[CH:23][C:24]([C:25]([OH:27])=[O:26])=[CH:30][CH:31]=3)[CH:5]=[CH:4][C:3]1=2, predict the reactants needed to synthesize it. (2) Given the product [F:1][C:2]1[CH:3]=[CH:4][C:5]([C:8]([CH3:13])([CH3:12])[CH2:9][OH:10])=[CH:6][CH:7]=1, predict the reactants needed to synthesize it. The reactants are: [F:1][C:2]1[CH:7]=[CH:6][C:5]([C:8]([CH3:13])([CH3:12])[C:9](O)=[O:10])=[CH:4][CH:3]=1.[H-].[H-].[H-].[H-].[Li+].[Al+3].